From a dataset of Forward reaction prediction with 1.9M reactions from USPTO patents (1976-2016). Predict the product of the given reaction. Given the reactants CC1(C)[O:6][C:5](=[O:7])[CH:4]([CH:8]([CH2:12][CH2:13][CH2:14][CH3:15])[C:9]([OH:11])=O)[O:3]1.[NH:17]1[CH2:21][CH2:20][CH2:19][C@H:18]1[C:22]1[O:23][CH:24]=[CH:25][N:26]=1, predict the reaction product. The product is: [OH:3][C@@H:4]([C@H:8]([C:9]([N:17]1[CH2:21][CH2:20][CH2:19][C@H:18]1[C:22]1[O:23][CH:24]=[CH:25][N:26]=1)=[O:11])[CH2:12][CH2:13][CH2:14][CH3:15])[C:5]([OH:6])=[O:7].